Dataset: NCI-60 drug combinations with 297,098 pairs across 59 cell lines. Task: Regression. Given two drug SMILES strings and cell line genomic features, predict the synergy score measuring deviation from expected non-interaction effect. (1) Drug 1: C1=NC2=C(N=C(N=C2N1C3C(C(C(O3)CO)O)O)F)N. Drug 2: C1=NC2=C(N=C(N=C2N1C3C(C(C(O3)CO)O)F)Cl)N. Cell line: SF-295. Synergy scores: CSS=-2.95, Synergy_ZIP=0.0455, Synergy_Bliss=-6.37, Synergy_Loewe=-8.11, Synergy_HSA=-8.23. (2) Drug 1: C1=CC(=CC=C1CCC2=CNC3=C2C(=O)NC(=N3)N)C(=O)NC(CCC(=O)O)C(=O)O. Drug 2: CC1CCC2CC(C(=CC=CC=CC(CC(C(=O)C(C(C(=CC(C(=O)CC(OC(=O)C3CCCCN3C(=O)C(=O)C1(O2)O)C(C)CC4CCC(C(C4)OC)O)C)C)O)OC)C)C)C)OC. Cell line: MALME-3M. Synergy scores: CSS=32.0, Synergy_ZIP=-3.80, Synergy_Bliss=-1.53, Synergy_Loewe=2.97, Synergy_HSA=4.59. (3) Drug 1: CC1OCC2C(O1)C(C(C(O2)OC3C4COC(=O)C4C(C5=CC6=C(C=C35)OCO6)C7=CC(=C(C(=C7)OC)O)OC)O)O. Cell line: NCI-H226. Synergy scores: CSS=14.9, Synergy_ZIP=-3.47, Synergy_Bliss=-0.821, Synergy_Loewe=0.0141, Synergy_HSA=1.49. Drug 2: CC12CCC3C(C1CCC2O)C(CC4=C3C=CC(=C4)O)CCCCCCCCCS(=O)CCCC(C(F)(F)F)(F)F. (4) Drug 1: C1CCC(CC1)NC(=O)N(CCCl)N=O. Drug 2: C1=NC2=C(N=C(N=C2N1C3C(C(C(O3)CO)O)O)F)N. Cell line: CAKI-1. Synergy scores: CSS=17.0, Synergy_ZIP=-8.41, Synergy_Bliss=-9.84, Synergy_Loewe=-9.32, Synergy_HSA=-8.35. (5) Drug 1: C1=C(C(=O)NC(=O)N1)N(CCCl)CCCl. Drug 2: C1=NC2=C(N1)C(=S)N=C(N2)N. Cell line: OVCAR-5. Synergy scores: CSS=55.6, Synergy_ZIP=-1.55, Synergy_Bliss=-1.81, Synergy_Loewe=0.211, Synergy_HSA=3.23. (6) Drug 2: C1CN(P(=O)(OC1)NCCCl)CCCl. Synergy scores: CSS=70.3, Synergy_ZIP=-1.07, Synergy_Bliss=-0.0870, Synergy_Loewe=-58.3, Synergy_HSA=-0.238. Drug 1: C1=NC2=C(N=C(N=C2N1C3C(C(C(O3)CO)O)F)Cl)N. Cell line: CCRF-CEM. (7) Drug 1: CNC(=O)C1=CC=CC=C1SC2=CC3=C(C=C2)C(=NN3)C=CC4=CC=CC=N4. Drug 2: CCC1=CC2CC(C3=C(CN(C2)C1)C4=CC=CC=C4N3)(C5=C(C=C6C(=C5)C78CCN9C7C(C=CC9)(C(C(C8N6C)(C(=O)OC)O)OC(=O)C)CC)OC)C(=O)OC.C(C(C(=O)O)O)(C(=O)O)O. Cell line: LOX IMVI. Synergy scores: CSS=37.8, Synergy_ZIP=-7.86, Synergy_Bliss=-2.50, Synergy_Loewe=-18.3, Synergy_HSA=-0.455.